Dataset: Full USPTO retrosynthesis dataset with 1.9M reactions from patents (1976-2016). Task: Predict the reactants needed to synthesize the given product. Given the product [C:18]([C:17]1[CH:20]=[C:13]([C:11]2[O:10][N:9]=[C:8]([C:6]3[CH:5]=[CH:4][N:3]=[C:2]([CH2:46][CH2:47][CH2:48][C:49]([O:51][CH2:52][CH3:53])=[O:50])[CH:7]=3)[N:12]=2)[CH:14]=[CH:15][C:16]=1[O:21][CH:22]([CH3:24])[CH3:23])#[N:19], predict the reactants needed to synthesize it. The reactants are: Br[C:2]1[CH:7]=[C:6]([C:8]2[N:12]=[C:11]([C:13]3[CH:14]=[CH:15][C:16]([O:21][CH:22]([CH3:24])[CH3:23])=[C:17]([CH:20]=3)[C:18]#[N:19])[O:10][N:9]=2)[CH:5]=[CH:4][N:3]=1.CC(P(C(C)(C)C)C(C)(C)C)(C)C.C([O-])([O-])=O.[Cs+].[Cs+].Br[Zn][CH2:46][CH2:47][CH2:48][C:49]([O:51][CH2:52][CH3:53])=[O:50].